From a dataset of Forward reaction prediction with 1.9M reactions from USPTO patents (1976-2016). Predict the product of the given reaction. Given the reactants Cl[CH2:2][CH2:3][CH2:4][O:5][C:6]1[CH:11]=[CH:10][C:9]([N+:12]([O-:14])=[O:13])=[CH:8][CH:7]=1.C(=O)([O-])[O-].[K+].[K+].C(#N)C.Cl.[CH3:25][NH:26][CH3:27], predict the reaction product. The product is: [CH3:25][N:26]([CH3:27])[CH2:2][CH2:3][CH2:4][O:5][C:6]1[CH:11]=[CH:10][C:9]([N+:12]([O-:14])=[O:13])=[CH:8][CH:7]=1.